From a dataset of Reaction yield outcomes from USPTO patents with 853,638 reactions. Predict the reaction yield, written as a fraction of the theoretical maximum amount of product (1.0 means a 100% yield; for example, 0.34 means a 34% yield). (1) The reactants are C[O:2][C:3](=[O:24])[C:4]1[CH:9]=[CH:8][C:7]([NH:10][CH2:11][C:12]2[C:13]([C:18]3[CH:23]=[CH:22][CH:21]=[CH:20][CH:19]=3)=[N:14][O:15][C:16]=2[CH3:17])=[N:6][CH:5]=1.[OH-].[Na+]. The catalyst is C(O)C. The product is [CH3:17][C:16]1[O:15][N:14]=[C:13]([C:18]2[CH:19]=[CH:20][CH:21]=[CH:22][CH:23]=2)[C:12]=1[CH2:11][NH:10][C:7]1[CH:8]=[CH:9][C:4]([C:3]([OH:24])=[O:2])=[CH:5][N:6]=1. The yield is 0.910. (2) The reactants are [CH3:1][O:2][C:3]1[CH:13]=[CH:12][C:6]([C:7]([O:9][CH2:10][CH3:11])=[O:8])=[CH:5][C:4]=1[C:14]([O-:16])=O.C(Cl)(=O)C(Cl)=O.[F:23][C:24]([F:34])([F:33])[O:25][C:26]1[CH:32]=[CH:31][C:29]([NH2:30])=[CH:28][CH:27]=1.C(N(CC)C(C)C)(C)C. The catalyst is ClCCl.CN(C)C=O. The product is [F:23][C:24]([F:33])([F:34])[O:25][C:26]1[CH:27]=[CH:28][C:29]([NH:30][C:14](=[O:16])[C:4]2[CH:5]=[C:6]([CH:12]=[CH:13][C:3]=2[O:2][CH3:1])[C:7]([O:9][CH2:10][CH3:11])=[O:8])=[CH:31][CH:32]=1. The yield is 0.920. (3) The reactants are CO[C:3](=[O:27])[C:4]1[CH:9]=[CH:8][CH:7]=[C:6]([C:10]2[CH:11]=[C:12]3[C:18]([C:19]4[CH:24]=[CH:23][CH:22]=[CH:21][C:20]=4[O:25][CH3:26])=[N:17][NH:16][C:13]3=[N:14][CH:15]=2)[CH:5]=1.[NH:28]1[CH2:32][CH2:31][CH2:30][CH2:29]1. No catalyst specified. The product is [CH3:26][O:25][C:20]1[CH:21]=[CH:22][CH:23]=[CH:24][C:19]=1[C:18]1[C:12]2[C:13](=[N:14][CH:15]=[C:10]([C:6]3[CH:5]=[C:4]([C:3]([N:28]4[CH2:32][CH2:31][CH2:30][CH2:29]4)=[O:27])[CH:9]=[CH:8][CH:7]=3)[CH:11]=2)[NH:16][N:17]=1. The yield is 0.670. (4) The reactants are C(O)C.O.O1CCOCC1.[CH3:11][C:12]1[N:17]=[C:16]([C:18]2[CH:19]=[C:20]3[C:24](=[CH:25][CH:26]=2)[N:23]([CH3:27])[CH:22]=[CH:21]3)[C:15]([C:28]([O:30]CC)=[O:29])=[CH:14][N:13]=1.O.[OH-].[Li+]. The catalyst is C(OCC)(=O)C.C(O)(=O)CC(CC(O)=O)(C(O)=O)O. The product is [CH3:11][C:12]1[N:17]=[C:16]([C:18]2[CH:19]=[C:20]3[C:24](=[CH:25][CH:26]=2)[N:23]([CH3:27])[CH:22]=[CH:21]3)[C:15]([C:28]([OH:30])=[O:29])=[CH:14][N:13]=1. The yield is 0.370. (5) The reactants are C(=O)([O-])[O-].[K+].[K+].[CH2:7]([O:14][C:15]1[C:20]([CH3:21])=[C:19]([O:22][CH2:23][CH2:24][CH2:25][CH2:26]Br)[CH:18]=[CH:17][C:16]=1[C:28](=[O:33])[CH2:29][CH:30]([CH3:32])[CH3:31])[C:8]1[CH:13]=[CH:12][CH:11]=[CH:10][CH:9]=1.[SH:34][C:35]1[CH:40]=[CH:39][N:38]=[CH:37][CH:36]=1. The catalyst is CC(C)=O. The product is [CH2:7]([O:14][C:15]1[C:20]([CH3:21])=[C:19]([O:22][CH2:23][CH2:24][CH2:25][CH2:26][S:34][C:35]2[CH:40]=[CH:39][N:38]=[CH:37][CH:36]=2)[CH:18]=[CH:17][C:16]=1[C:28](=[O:33])[CH2:29][CH:30]([CH3:32])[CH3:31])[C:8]1[CH:13]=[CH:12][CH:11]=[CH:10][CH:9]=1. The yield is 0.830. (6) The product is [F:1][C:2]1[CH:3]=[C:4]([C:27]2[C:28]([C:33]#[N:34])=[CH:29][CH:30]=[CH:31][CH:32]=2)[CH:5]=[CH:6][C:7]=1[CH2:8][C:9]1[C:14](=[O:15])[N:13]([C:16]2[CH:21]=[CH:20][C:19]([O:22][CH:35]=[CH2:36])=[CH:18][CH:17]=2)[C:12]([CH3:23])=[N:11][C:10]=1[CH2:24][CH2:25][CH3:26]. The catalyst is C(OCC)(=O)C.C1CC=CCCC=C1.C1CC=CCCC=C1.[Cl-].[Cl-].[Ir].[Ir]. The reactants are [F:1][C:2]1[CH:3]=[C:4]([C:27]2[C:28]([C:33]#[N:34])=[CH:29][CH:30]=[CH:31][CH:32]=2)[CH:5]=[CH:6][C:7]=1[CH2:8][C:9]1[C:14](=[O:15])[N:13]([C:16]2[CH:21]=[CH:20][C:19]([OH:22])=[CH:18][CH:17]=2)[C:12]([CH3:23])=[N:11][C:10]=1[CH2:24][CH2:25][CH3:26].[C:35](OC=C)(=O)[CH3:36].C(=O)([O-])[O-].[Na+].[Na+].C1(C)C=CC=CC=1. The yield is 0.750. (7) The reactants are Br[CH:2]([C:23]1[CH:28]=[CH:27][CH:26]=[CH:25][CH:24]=1)[C:3]([C:5]1[CH:10]=[CH:9][C:8]([C:11]2([NH:15][C:16](=[O:22])[O:17][C:18]([CH3:21])([CH3:20])[CH3:19])[CH2:14][CH2:13][CH2:12]2)=[CH:7][CH:6]=1)=O.[Cl:29][C:30]1[N:35]=[N:34][C:33]([NH2:36])=[C:32]([CH3:37])[C:31]=1[CH3:38].C(N(CC)C(C)C)(C)C. The catalyst is C(#N)CCC. The product is [Cl:29][C:30]1[C:31]([CH3:38])=[C:32]([CH3:37])[C:33]2[N:34]([C:2]([C:23]3[CH:28]=[CH:27][CH:26]=[CH:25][CH:24]=3)=[C:3]([C:5]3[CH:10]=[CH:9][C:8]([C:11]4([NH:15][C:16](=[O:22])[O:17][C:18]([CH3:21])([CH3:20])[CH3:19])[CH2:14][CH2:13][CH2:12]4)=[CH:7][CH:6]=3)[N:36]=2)[N:35]=1. The yield is 0.780. (8) The reactants are [F:1][C:2]([F:7])([F:6])[C:3]([OH:5])=[O:4].[C:8]([C:11]1[CH:16]=[CH:15][C:14]([NH:17][CH:18]([C:22]2[CH:27]=[CH:26][C:25]([O:28][CH2:29][CH2:30][N:31]([CH3:33])[CH3:32])=[C:24]([O:34][CH2:35][CH3:36])[CH:23]=2)[C:19]([OH:21])=O)=[CH:13][CH:12]=1)(=[NH:10])[NH2:9].O.ON1C2C=CC=CC=2N=N1.Cl.C(N=C=NCCCN(C)C)C.[N:60]1[CH:65]=[CH:64][CH:63]=[CH:62][C:61]=1[C:66]([NH:68][NH2:69])=[O:67]. The catalyst is CN(C)C=O. The product is [F:1][C:2]([F:7])([F:6])[C:3]([OH:5])=[O:4].[CH3:33][N:31]([CH3:32])[CH2:30][CH2:29][O:28][C:25]1[CH:26]=[CH:27][C:22]([CH:18]([NH:17][C:14]2[CH:13]=[CH:12][C:11]([C:8]([NH2:9])=[NH:10])=[CH:16][CH:15]=2)[C:19](=[O:21])[NH:69][NH:68][C:66]([C:61]2[CH:62]=[CH:63][CH:64]=[CH:65][N:60]=2)=[O:67])=[CH:23][C:24]=1[O:34][CH2:35][CH3:36]. The yield is 0.570. (9) The reactants are [CH2:1]([O:3][C:4](=[O:21])[CH2:5][C:6]1[NH:11][C:10]2[CH:12]=[CH:13][C:14]([NH:16][S:17]([CH3:20])(=[O:19])=[O:18])=[CH:15][C:9]=2[S:8][CH:7]=1)[CH3:2].[C:22]([O:26][C:27](O[C:27]([O:26][C:22]([CH3:25])([CH3:24])[CH3:23])=[O:28])=[O:28])([CH3:25])([CH3:24])[CH3:23]. The catalyst is O1CCCC1.CN(C)C1C=CN=CC=1. The product is [CH2:1]([O:3][C:4](=[O:21])[CH2:5][C:6]1[N:11]([C:27]([O:26][C:22]([CH3:25])([CH3:24])[CH3:23])=[O:28])[C:10]2[CH:12]=[CH:13][C:14]([N:16]([S:17]([CH3:20])(=[O:18])=[O:19])[C:27]([O:26][C:22]([CH3:25])([CH3:24])[CH3:23])=[O:28])=[CH:15][C:9]=2[S:8][CH:7]=1)[CH3:2]. The yield is 0.450.